This data is from Full USPTO retrosynthesis dataset with 1.9M reactions from patents (1976-2016). The task is: Predict the reactants needed to synthesize the given product. (1) Given the product [OH:1][CH:2]([CH2:3][CH2:4][OH:5])[C:7]([O:9][CH3:10])=[O:8], predict the reactants needed to synthesize it. The reactants are: [OH:1][CH:2]([C:7]([O:9][CH3:10])=[O:8])[CH2:3][C:4](O)=[O:5]. (2) Given the product [C:26]([NH:30][CH2:31][CH2:32][CH2:33][NH:34][C:6]1[C:5]2[C:10](=[CH:11][C:2]([Cl:1])=[CH:3][CH:4]=2)[N:9]=[CH:8][C:7]=1[C:12]1[CH:17]=[CH:16][C:15]([O:18][C:19]([F:22])([F:20])[F:21])=[CH:14][CH:13]=1)([CH3:29])([CH3:28])[CH3:27], predict the reactants needed to synthesize it. The reactants are: [Cl:1][C:2]1[CH:11]=[C:10]2[C:5]([C:6](OCC)=[C:7]([C:12]3[CH:17]=[CH:16][C:15]([O:18][C:19]([F:22])([F:21])[F:20])=[CH:14][CH:13]=3)[CH:8]=[N:9]2)=[CH:4][CH:3]=1.[C:26]([NH:30][CH2:31][CH2:32][CH2:33][NH2:34])([CH3:29])([CH3:28])[CH3:27].C1(O)C=CC=CC=1.